Task: Predict which catalyst facilitates the given reaction.. Dataset: Catalyst prediction with 721,799 reactions and 888 catalyst types from USPTO Reactant: C([O:5][C:6]([C:8]1[C:27]([F:28])=[CH:26][C:11]([O:12][C@@H:13]2[CH2:18][CH2:17][CH2:16][N:15]([C:19]([O:21][C:22]([CH3:25])([CH3:24])[CH3:23])=[O:20])[CH2:14]2)=[C:10]([CH:29]2[CH2:31][CH2:30]2)[CH:9]=1)=[O:7])(C)(C)C.C(=O)(O)[O-].[Na+].C(OC(OC(C)(C)C)=O)(OC(C)(C)C)=O.Cl. Product: [C:22]([O:21][C:19]([N:15]1[CH2:16][CH2:17][CH2:18][C@@H:13]([O:12][C:11]2[C:10]([CH:29]3[CH2:30][CH2:31]3)=[CH:9][C:8]([C:6]([OH:7])=[O:5])=[C:27]([F:28])[CH:26]=2)[CH2:14]1)=[O:20])([CH3:25])([CH3:23])[CH3:24]. The catalyst class is: 4.